From a dataset of Reaction yield outcomes from USPTO patents with 853,638 reactions. Predict the reaction yield, written as a fraction of the theoretical maximum amount of product (1.0 means a 100% yield; for example, 0.34 means a 34% yield). (1) The reactants are CNC(=O)C1C=CC=C([C:10]2[CH:15]=[CH:14][C:13]([O:16][C@@H:17]3[C@@H:22]([OH:23])[C@@H:21]([OH:24])[C@H:20]([OH:25])[C@@H:19]([CH2:26][OH:27])[O:18]3)=[C:12]([CH3:28])[CH:11]=2)C=1.C(O[C@@H]1[C@@H](OC(=O)C)[C@@H](COC(=O)C)O[C@H](OC2C=CC(Br)=CC=2C)[C@H]1CC([O-])=O)(=O)C.[CH3:62][O:63][C:64]([C:66]1[CH:67]=[C:68](B(O)O)[CH:69]=[CH:70][CH:71]=1)=[O:65]. No catalyst specified. The product is [CH3:28][C:12]1[CH:11]=[C:10]([C:68]2[CH:67]=[C:66]([CH:71]=[CH:70][CH:69]=2)[C:64]([O:63][CH3:62])=[O:65])[CH:15]=[CH:14][C:13]=1[O:16][C@@H:17]1[C@@H:22]([OH:23])[C@@H:21]([OH:24])[C@H:20]([OH:25])[C@@H:19]([CH2:26][OH:27])[O:18]1. The yield is 0.540. (2) The reactants are [NH2:1][N:2]1[C:7](=[O:8])[C:6]([C:9]2[NH:14][C:13]3[CH:15]=[CH:16][CH:17]=[CH:18][C:12]=3[S:11](=[O:20])(=[O:19])[N:10]=2)=[C:5]([OH:21])[C:4]2[S:22][CH:23]=[CH:24][C:3]1=2.[CH3:25][C:26]([CH3:31])([CH3:30])[CH2:27][CH:28]=O. The catalyst is CN(C)C(=O)C. The product is [CH3:25][C:26]([CH3:31])([CH3:30])[CH2:27][CH:28]=[N:1][N:2]1[C:7](=[O:8])[C:6]([C:9]2[NH:14][C:13]3[CH:15]=[CH:16][CH:17]=[CH:18][C:12]=3[S:11](=[O:20])(=[O:19])[N:10]=2)=[C:5]([OH:21])[C:4]2[S:22][CH:23]=[CH:24][C:3]1=2. The yield is 0.770. (3) The reactants are O1CCCCC1[N:7]1[C:15]2[C:10](=[CH:11][C:12]([C:16]3[N:20]=[CH:19][N:18](C(C4C=CC=CC=4)(C4C=CC=CC=4)C4C=CC=CC=4)[N:17]=3)=[CH:13][CH:14]=2)[C:9]([C:40]2[CH:41]=[C:42]([CH:47]=[CH:48][CH:49]=2)[C:43](OC)=[O:44])=[N:8]1.[OH-].[Li+].ON1C2C=CC=CC=2N=N1.[CH:62]1([NH2:67])[CH2:66][CH2:65][CH2:64][CH2:63]1.Cl.C(N=C=NCCCN(C)C)C.Cl. The catalyst is O1CCCC1.O.O1CCOCC1. The product is [NH:18]1[CH:19]=[N:20][C:16]([C:12]2[CH:11]=[C:10]3[C:15](=[CH:14][CH:13]=2)[NH:7][N:8]=[C:9]3[C:40]2[CH:41]=[C:42]([C:43]([NH:67][CH:62]3[CH2:66][CH2:65][CH2:64][CH2:63]3)=[O:44])[CH:47]=[CH:48][CH:49]=2)=[N:17]1. The yield is 0.0500. (4) The reactants are [CH3:1][C:2]1[C:3]([CH2:9][N:10]([CH2:16][C:17]2[C:22]([CH:23]([CH3:25])[CH3:24])=[CH:21][CH:20]=[CH:19][N:18]=2)[CH2:11][CH2:12][CH2:13][CH2:14][NH2:15])=[N:4][CH:5]=[C:6]([CH3:8])[CH:7]=1.C[Si]([N:30]=[C:31]=[O:32])(C)C. The catalyst is CC(O)C. The product is [CH3:1][C:2]1[C:3]([CH2:9][N:10]([CH2:16][C:17]2[C:22]([CH:23]([CH3:25])[CH3:24])=[CH:21][CH:20]=[CH:19][N:18]=2)[CH2:11][CH2:12][CH2:13][CH2:14][NH:15][C:31]([NH2:30])=[O:32])=[N:4][CH:5]=[C:6]([CH3:8])[CH:7]=1. The yield is 0.640. (5) The reactants are [NH2:1][C:2]1[N:7]=[CH:6][C:5]([C:8]2[CH:13]=[CH:12][C:11](B(O)O)=[CH:10][C:9]=2[F:17])=[CH:4][CH:3]=1.Br[C:19]1[CH:24]=[CH:23][CH:22]=[CH:21][C:20]=1[S:25]([NH:28][CH:29]1[CH2:34][CH2:33][CH2:32][CH2:31][CH2:30]1)(=[O:27])=[O:26].C([O-])([O-])=O.[K+].[K+].C1COCC1. The catalyst is CCOC(C)=O.C(P(C(C)(C)C)[C-]1C=CC=C1)(C)(C)C.[C-]1(P(C(C)(C)C)C(C)(C)C)C=CC=C1.[Fe+2].[Pd](Cl)Cl. The product is [NH2:1][C:2]1[N:7]=[CH:6][C:5]([C:8]2[CH:13]=[CH:12][C:11]([C:19]3[C:20]([S:25]([NH:28][CH:29]4[CH2:34][CH2:33][CH2:32][CH2:31][CH2:30]4)(=[O:27])=[O:26])=[CH:21][CH:22]=[CH:23][CH:24]=3)=[CH:10][C:9]=2[F:17])=[CH:4][CH:3]=1. The yield is 0.110. (6) The reactants are [N:1]1([C:6]([NH:8][C:9]2[NH:10][C:11]([CH3:16])=[CH:12][C:13](=[O:15])[N:14]=2)=[O:7])[CH:5]=[CH:4]N=C1.[Br-:17].[Br-].NCC[CH2:22][N+:23]([CH2:34][CH2:35][CH2:36][NH2:37])([CH3:33])[CH2:24][CH2:25][CH2:26][CH2:27][CH2:28][N+:29]([CH3:32])([CH3:31])[CH3:30].C([N:41]([CH:44]([CH3:46])[CH3:45])[CH2:42]C)(C)C. The catalyst is C(O)C. The product is [Br-:17].[Br-:17].[CH3:32][N+:29]([CH3:30])([CH3:31])[CH2:28][CH2:27][CH2:26][CH2:25][CH2:24][N+:23]([CH3:22])([CH2:33][CH2:4][CH2:5][NH:1][C:6]([NH:8][C:9]1[NH:10][C:11]([CH3:16])=[CH:12][C:13](=[O:15])[N:14]=1)=[O:7])[CH2:34][CH2:35][CH2:36][NH:37][C:6]([NH:1][C:42]1[NH:41][C:44]([CH3:45])=[CH:46][C:13](=[O:15])[N:14]=1)=[O:7]. The yield is 0.990. (7) The reactants are [Cl:1][C:2]1[CH:7]=[CH:6][C:5]([C:8](=[N:14]OC)[CH2:9][CH2:10][C:11](O)=[O:12])=[CH:4][CH:3]=1.B.O1CCCC1.O. The catalyst is O1CCCC1. The product is [NH2:14][CH:8]([C:5]1[CH:4]=[CH:3][C:2]([Cl:1])=[CH:7][CH:6]=1)[CH2:9][CH2:10][CH2:11][OH:12]. The yield is 0.730.